This data is from Catalyst prediction with 721,799 reactions and 888 catalyst types from USPTO. The task is: Predict which catalyst facilitates the given reaction. (1) Reactant: Cl[C:2]1[C:3]2[C:8]([N:9]=[C:10]3[C:15]=1[CH:14]=[CH:13][CH:12]=[CH:11]3)=[CH:7][CH:6]=[CH:5][CH:4]=2.[NH2:16][CH:17]([CH2:19][CH2:20][CH2:21][N:22]([CH2:25][CH3:26])[CH2:23][CH3:24])[CH3:18].C1(O)C=CC=CC=1.C(N(CC)CC)C.Cl.[OH-].[Na+]. Product: [CH:4]1[C:3]2[C:8](=[N:9][C:10]3[C:15]([C:2]=2[NH:16][CH:17]([CH3:18])[CH2:19][CH2:20][CH2:21][N:22]([CH2:25][CH3:26])[CH2:23][CH3:24])=[CH:14][CH:13]=[CH:12][CH:11]=3)[CH:7]=[CH:6][CH:5]=1. The catalyst class is: 2. (2) Product: [Br:1][C:2]1[CH:7]=[CH:6][C:5]2[N:8]=[C:9]([C:10]3[CH:11]=[CH:12][C:13]([CH:16]([F:17])[F:18])=[CH:14][CH:15]=3)[O:20][C:4]=2[CH:3]=1. The catalyst class is: 12. Reactant: [Br:1][C:2]1[CH:7]=[CH:6][C:5]([NH:8][C:9](=O)[C:10]2[CH:15]=[CH:14][C:13]([CH:16]([F:18])[F:17])=[CH:12][CH:11]=2)=[C:4]([OH:20])[CH:3]=1.P(Cl)(Cl)(Cl)=O. (3) Reactant: C[O-].[Na+].[C:4]([NH2:7])([NH2:6])=[S:5].CN(C)/[CH:10]=[CH:11]/[C:12](=O)[CH:13]([O:16][CH3:17])[O:14][CH3:15].Br[CH2:21][CH2:22][O:23][CH3:24]. Product: [CH3:15][O:14][CH:13]([O:16][CH3:17])[C:12]1[CH:11]=[CH:10][N:7]=[C:4]([S:5][CH2:21][CH2:22][O:23][CH3:24])[N:6]=1. The catalyst class is: 5. (4) Reactant: [N:1]([C:4]1[CH:25]=[C:24]2[C:7]([CH2:8][CH2:9][C@@H:10]3[CH2:15][S:14][C:13]([NH:16][C:17](=[O:23])[O:18][C:19]([CH3:22])([CH3:21])[CH3:20])=[N:12][C@@:11]32[CH3:26])=[CH:6][CH:5]=1)=[N+]=[N-]. Product: [C:19]([O:18][C:17](=[O:23])[NH:16][C:13]1[S:14][CH2:15][C@H:10]2[CH2:9][CH2:8][C:7]3[C:24](=[CH:25][C:4]([NH2:1])=[CH:5][CH:6]=3)[C@@:11]2([CH3:26])[N:12]=1)([CH3:22])([CH3:20])[CH3:21]. The catalyst class is: 43. (5) Reactant: O=C1C2C(=CC=CC=2)C(=O)[N:3]1[CH2:12]/[CH:13]=[CH:14]/[C:15]1[CH:20]=[CH:19][C:18]([NH:21][C:22]([C:24]2[C:25]([C:30]3[CH:35]=[CH:34][C:33]([C:36]([F:39])([F:38])[F:37])=[CH:32][CH:31]=3)=[CH:26][CH:27]=[CH:28][CH:29]=2)=[O:23])=[CH:17][CH:16]=1.NN. Product: [NH2:3][CH2:12]/[CH:13]=[CH:14]/[C:15]1[CH:20]=[CH:19][C:18]([NH:21][C:22]([C:24]2[C:25]([C:30]3[CH:31]=[CH:32][C:33]([C:36]([F:37])([F:38])[F:39])=[CH:34][CH:35]=3)=[CH:26][CH:27]=[CH:28][CH:29]=2)=[O:23])=[CH:17][CH:16]=1. The catalyst class is: 8. (6) Reactant: [Cl:1][C:2]1[CH:10]=[CH:9][C:8]2[NH:7][C:6]3[CH2:11][CH2:12][N:13]([CH3:15])[CH2:14][C:5]=3[C:4]=2[CH:3]=1.N1CCC[C@H]1C(O)=O.P([O-])([O-])([O-])=O.[K+].[K+].[K+].Br[CH:33]=[C:34]([C:36]1[CH:41]=[CH:40][CH:39]=[C:38]([F:42])[CH:37]=1)[CH3:35]. Product: [Cl:1][C:2]1[CH:10]=[CH:9][C:8]2[N:7](/[CH:33]=[C:34](/[C:36]3[CH:41]=[CH:40][CH:39]=[C:38]([F:42])[CH:37]=3)\[CH3:35])[C:6]3[CH2:11][CH2:12][N:13]([CH3:15])[CH2:14][C:5]=3[C:4]=2[CH:3]=1. The catalyst class is: 122. (7) Reactant: CS(O[CH2:6][C:7]1(COS(C)(=O)=O)[C:19]2[CH:18]=[CH:17][CH:16]=[CH:15][C:14]=2[C:13]2[C:8]1=[CH:9][CH:10]=[CH:11][CH:12]=2)(=O)=O.[I-].[Na+].[CH3:28]N(C)P(N(C)C)(N(C)C)=O. Product: [CH:12]1[C:13]2[C:14]3([CH2:28][CH2:15]3)[C:19]3[C:7](=[CH:6][CH:16]=[CH:17][CH:18]=3)[C:8]=2[CH:9]=[CH:10][CH:11]=1. The catalyst class is: 490.